This data is from Choline transporter screen with 302,306 compounds. The task is: Binary Classification. Given a drug SMILES string, predict its activity (active/inactive) in a high-throughput screening assay against a specified biological target. (1) The compound is S(=O)(=O)(N1CC(CCC1)C(=O)NCCC(C)C)c1ccc(F)cc1. The result is 0 (inactive). (2) The molecule is S1\C(=C/c2n(ccc2)C)C(=O)N=C1Nc1c(cc(cc1)C)C. The result is 0 (inactive). (3) The result is 1 (active). The molecule is Clc1c(O)c(C(=O)c2cc3c(c(c(=O)n(c3nc2)C)C#N)c2ccc(F)cc2)cc(Cl)c1. (4) The molecule is s1\c(=C2\c3c(N(CCCC)C2=O)cccc3)c(=O)n2nc(c(=O)nc12)c1ccccc1. The result is 0 (inactive).